This data is from Catalyst prediction with 721,799 reactions and 888 catalyst types from USPTO. The task is: Predict which catalyst facilitates the given reaction. Reactant: [CH2:1]1N(CCO)[CH2:5][CH2:4][N:3]([CH2:10][CH2:11][S:12]([OH:15])(=[O:14])=[O:13])[CH2:2]1.CC(O)=[O:18]. Product: [CH2:2]1[N:3]([CH2:10][CH2:11][S:12]([OH:15])(=[O:14])=[O:13])[CH2:4][CH2:5][O:18][CH2:1]1. The catalyst class is: 6.